This data is from Full USPTO retrosynthesis dataset with 1.9M reactions from patents (1976-2016). The task is: Predict the reactants needed to synthesize the given product. (1) Given the product [CH3:1][C:2]1[CH:7]=[C:6]([CH3:8])[NH:5][C:4](=[O:9])[C:3]=1[CH2:10][NH:11][C:12](=[O:37])[C:13]1[CH:18]=[C:17]([C:19]2[CH:20]=[N:21][C:22]([CH2:25][N:45]3[CH2:46][CH2:48][CH2:51][CH2:49]3)=[CH:23][CH:24]=2)[CH:16]=[C:15]([N:27]([CH2:34][CH3:35])[CH:28]2[CH2:29][CH2:30][O:31][CH2:32][CH2:33]2)[C:14]=1[CH3:36], predict the reactants needed to synthesize it. The reactants are: [CH3:1][C:2]1[CH:7]=[C:6]([CH3:8])[NH:5][C:4](=[O:9])[C:3]=1[CH2:10][NH:11][C:12](=[O:37])[C:13]1[CH:18]=[C:17]([C:19]2[CH:20]=[N:21][C:22]([CH2:25]O)=[CH:23][CH:24]=2)[CH:16]=[C:15]([N:27]([CH2:34][CH3:35])[CH:28]2[CH2:33][CH2:32][O:31][CH2:30][CH2:29]2)[C:14]=1[CH3:36].CS(Cl)(=O)=O.CC[N:45]([CH:49]([CH3:51])C)[CH:46]([CH3:48])C.N1CCCC1. (2) Given the product [ClH:1].[F:9][C:7]1[CH:6]=[C:5]([C:10]2[C:18]3[C:13](=[CH:14][C:15]([O:19][CH2:20][CH2:21][N:22]4[CH2:23][CH2:24][S:25](=[O:29])(=[O:28])[CH2:26][CH2:27]4)=[CH:16][CH:17]=3)[C:12](=[O:30])[C:11]=2[C:31]2[CH:32]=[N:33][C:34]([O:41][CH3:42])=[CH:39][CH:40]=2)[CH:4]=[C:3]([F:2])[CH:8]=1, predict the reactants needed to synthesize it. The reactants are: [ClH:1].[F:2][C:3]1[CH:4]=[C:5]([C:10]2[C:18]3[C:13](=[CH:14][C:15]([O:19][CH2:20][CH2:21][N:22]4[CH2:27][CH2:26][S:25](=[O:29])(=[O:28])[CH2:24][CH2:23]4)=[CH:16][CH:17]=3)[C:12](=[O:30])[C:11]=2[C:31]2[CH:32]=[N:33][C:34]3[C:39]([CH:40]=2)=CC=CC=3)[CH:6]=[C:7]([F:9])[CH:8]=1.[O:41]1CCN(CCOC2C=C3C(C(C4C=CC=CC=4)=C(Br)C3=O)=CC=2)C[CH2:42]1.COC1N=CC(B(O)O)=CC=1. (3) Given the product [Cl:31][C:13]1[CH:12]=[C:11]([C:8]2[CH:7]=[CH:6][C:5]([C:3]([OH:4])=[O:2])=[CH:10][CH:9]=2)[CH:16]=[C:15]([Cl:17])[C:14]=1[CH2:18][N:19]1[CH2:23][CH2:22][CH:21]([N:24]2[CH2:29][CH2:28][CH2:27][CH2:26][CH2:25]2)[C:20]1=[O:30], predict the reactants needed to synthesize it. The reactants are: C[O:2][C:3]([C:5]1[CH:10]=[CH:9][C:8]([C:11]2[CH:16]=[C:15]([Cl:17])[C:14]([CH2:18][N:19]3[CH2:23][CH2:22][CH:21]([N:24]4[CH2:29][CH2:28][CH2:27][CH2:26][CH2:25]4)[C:20]3=[O:30])=[C:13]([Cl:31])[CH:12]=2)=[CH:7][CH:6]=1)=[O:4].[OH-].[Na+].Cl. (4) The reactants are: [C:1]([CH:5]1[CH2:10][CH2:9][CH:8]([C:11]2[CH:16]=[CH:15][CH:14]=[CH:13][C:12]=2[N:17]2[CH2:22][CH2:21][NH:20][CH2:19][CH2:18]2)[CH2:7][CH2:6]1)([CH3:4])([CH3:3])[CH3:2].[CH:23]([C:25]([CH3:27])=[O:26])=[CH2:24]. Given the product [C:1]([CH:5]1[CH2:6][CH2:7][CH:8]([C:11]2[CH:16]=[CH:15][CH:14]=[CH:13][C:12]=2[N:17]2[CH2:22][CH2:21][N:20]([CH2:24][CH2:23][C:25](=[O:26])[CH3:27])[CH2:19][CH2:18]2)[CH2:9][CH2:10]1)([CH3:4])([CH3:2])[CH3:3], predict the reactants needed to synthesize it. (5) Given the product [CH3:1][O:2][C:3]([C:5]1([C:8]2[CH:9]=[CH:10][C:11]([O:14][CH3:15])=[C:12]([N+:16]([O-:18])=[O:17])[CH:13]=2)[CH2:6][CH2:7]1)=[O:4], predict the reactants needed to synthesize it. The reactants are: [CH3:1][O:2][C:3]([C:5]1([C:8]2[CH:13]=[CH:12][C:11]([O:14][CH3:15])=[CH:10][CH:9]=2)[CH2:7][CH2:6]1)=[O:4].[N+:16]([O-])([OH:18])=[O:17].Cl.